From a dataset of Forward reaction prediction with 1.9M reactions from USPTO patents (1976-2016). Predict the product of the given reaction. Given the reactants Br[C:2]1[N:7]=[C:6]([C:8]([OH:10])=[O:9])[CH:5]=[CH:4][CH:3]=1.[F:11][C:12]1[CH:17]=[C:16]([O:18][CH3:19])[CH:15]=[C:14]([F:20])[C:13]=1B(O)O, predict the reaction product. The product is: [F:11][C:12]1[CH:17]=[C:16]([O:18][CH3:19])[CH:15]=[C:14]([F:20])[C:13]=1[C:2]1[N:7]=[C:6]([C:8]([OH:10])=[O:9])[CH:5]=[CH:4][CH:3]=1.